Dataset: Reaction yield outcomes from USPTO patents with 853,638 reactions. Task: Predict the reaction yield, written as a fraction of the theoretical maximum amount of product (1.0 means a 100% yield; for example, 0.34 means a 34% yield). (1) The reactants are [CH2:1]1[CH2:6][C@H:5]([C:7]([OH:9])=[O:8])[CH2:4][CH2:3][C@H:2]1[CH2:10][NH2:11].[C:12]([O:17][CH:18]([O:22][C:23](ON1C(=O)CCC1=O)=[O:24])[CH:19]([CH3:21])[CH3:20])(=[O:16])[CH2:13][CH2:14][CH3:15]. The catalyst is CC(OC)(C)C.CC(C)=O.O. The product is [C:12]([O:17][CH:18]([O:22][C:23]([NH:11][CH2:10][C@H:2]1[CH2:3][CH2:4][C@H:5]([C:7]([OH:9])=[O:8])[CH2:6][CH2:1]1)=[O:24])[CH:19]([CH3:21])[CH3:20])(=[O:16])[CH2:13][CH2:14][CH3:15]. The yield is 0.750. (2) The reactants are [C:1](=[S:9])([NH2:8])[C:2]1[CH:7]=[CH:6][CH:5]=[CH:4][CH:3]=1.[Cl:10][CH2:11][C:12](=O)[CH2:13]Cl. The catalyst is CCO.C1COCC1. The product is [Cl:10][CH2:11][C:12]1[N:8]=[C:1]([C:2]2[CH:7]=[CH:6][CH:5]=[CH:4][CH:3]=2)[S:9][CH:13]=1. The yield is 0.729. (3) The reactants are [CH3:1][S:2](Cl)(=[O:4])=[O:3].C(N(CC)CC)C.[Cl:13][C:14]1[CH:15]=[C:16]([C:20]2[N:29]([CH2:30][C:31]([NH:33][CH:34]([CH3:36])[CH3:35])=[O:32])[C:28](=[O:37])[C:27]3[C:22](=[CH:23][CH:24]=[C:25]([C:38]4[CH2:41][CH:40]([CH2:42][OH:43])[CH:39]=4)[CH:26]=3)[N:21]=2)[CH:17]=[CH:18][CH:19]=1. The catalyst is C(Cl)Cl.[Na+].[Cl-]. The product is [CH3:1][S:2]([O:43][CH2:42][CH:40]1[CH2:41][C:38]([C:25]2[CH:26]=[C:27]3[C:22](=[CH:23][CH:24]=2)[N:21]=[C:20]([C:16]2[CH:17]=[CH:18][CH:19]=[C:14]([Cl:13])[CH:15]=2)[N:29]([CH2:30][C:31]([NH:33][CH:34]([CH3:36])[CH3:35])=[O:32])[C:28]3=[O:37])=[CH:39]1)(=[O:4])=[O:3]. The yield is 0.830. (4) The reactants are BO[CH:3]([N:12]1[CH2:16][CH2:15][CH2:14][CH2:13]1)[C@@H:4]([NH2:11])[C:5]1[CH:10]=[CH:9][CH:8]=[CH:7][CH:6]=1. The catalyst is Cl. The product is [C:5]1([C@H:4]([NH2:11])[CH2:3][N:12]2[CH2:16][CH2:15][CH2:14][CH2:13]2)[CH:6]=[CH:7][CH:8]=[CH:9][CH:10]=1. The yield is 0.690. (5) The catalyst is CC#N. The product is [CH3:15][C:11]1[CH:10]=[C:9]2[C:14](=[CH:13][CH:12]=1)[N:5]([CH2:4][CH2:3][CH2:2][N:24]1[CH2:25][CH2:26][CH:21]([O:20][CH2:17][CH2:18][CH3:19])[CH2:22][CH2:23]1)[C:6](=[O:16])[CH2:7][CH2:8]2. The reactants are Cl[CH2:2][CH2:3][CH2:4][N:5]1[C:14]2[C:9](=[CH:10][C:11]([CH3:15])=[CH:12][CH:13]=2)[CH2:8][CH2:7][C:6]1=[O:16].[CH2:17]([O:20][CH:21]1[CH2:26][CH2:25][NH:24][CH2:23][CH2:22]1)[CH2:18][CH3:19].C([O-])([O-])=O.[K+].[K+]. The yield is 0.500. (6) The reactants are [CH3:1][NH:2][C:3]1[CH:8]=[CH:7][C:6]([C:9]2[S:10][C:11]3[CH:17]=[C:16]([O:18]C)[CH:15]=[CH:14][C:12]=3[N:13]=2)=[CH:5][C:4]=1[I:20].B(Br)(Br)Br.O.C([O-])(O)=O.[Na+]. The catalyst is C(Cl)Cl. The product is [CH3:1][NH:2][C:3]1[CH:8]=[CH:7][C:6]([C:9]2[S:10][C:11]3[CH:17]=[C:16]([OH:18])[CH:15]=[CH:14][C:12]=3[N:13]=2)=[CH:5][C:4]=1[I:20]. The yield is 0.430.